From a dataset of Forward reaction prediction with 1.9M reactions from USPTO patents (1976-2016). Predict the product of the given reaction. (1) Given the reactants [NH:1]([C:8]1[CH:13]=[CH:12][C:11]([OH:14])=[CH:10][CH:9]=1)[C:2]1[CH:7]=[CH:6][CH:5]=[CH:4][CH:3]=1.N1C=CN=C1.[C:20]([Si:24](Cl)([CH3:26])[CH3:25])([CH3:23])([CH3:22])[CH3:21], predict the reaction product. The product is: [Si:24]([O:14][C:11]1[CH:10]=[CH:9][C:8]([NH:1][C:2]2[CH:7]=[CH:6][CH:5]=[CH:4][CH:3]=2)=[CH:13][CH:12]=1)([C:20]([CH3:23])([CH3:22])[CH3:21])([CH3:26])[CH3:25]. (2) Given the reactants [CH2:1]([C@H:8]1[CH2:12][O:11][C:10](=[O:13])[N:9]1[C:14](=[O:25])[CH2:15][CH2:16][CH2:17][CH2:18][CH:19]1[CH2:24][CH2:23][CH2:22][CH2:21][CH2:20]1)[C:2]1[CH:7]=[CH:6][CH:5]=[CH:4][CH:3]=1.C[Si](C)(C)[N-][Si](C)(C)C.[Na+].[C:36]([O:40][C:41](=[O:44])[CH2:42]Br)([CH3:39])([CH3:38])[CH3:37], predict the reaction product. The product is: [CH2:1]([C@H:8]1[CH2:12][O:11][C:10](=[O:13])[N:9]1[C:14]([CH:15]([CH2:16][CH2:17][CH2:18][CH:19]1[CH2:20][CH2:21][CH2:22][CH2:23][CH2:24]1)[CH2:42][C:41]([O:40][C:36]([CH3:39])([CH3:38])[CH3:37])=[O:44])=[O:25])[C:2]1[CH:3]=[CH:4][CH:5]=[CH:6][CH:7]=1. (3) Given the reactants [CH3:1][N:2]1[C:7](=[O:8])[C:6]2[CH:9]=[CH:10][S:11][C:5]=2[N:4]([CH2:12][CH:13]([CH3:15])[CH3:14])[C:3]1=[O:16].[N+:17]([C:20]1[CH:27]=[CH:26][C:23]([CH:24]=[O:25])=[CH:22][CH:21]=1)([O-:19])=[O:18], predict the reaction product. The product is: [OH:25][CH:24]([C:23]1[CH:22]=[CH:21][C:20]([N+:17]([O-:19])=[O:18])=[CH:27][CH:26]=1)[C:10]1[S:11][C:5]2[N:4]([CH2:12][CH:13]([CH3:14])[CH3:15])[C:3](=[O:16])[N:2]([CH3:1])[C:7](=[O:8])[C:6]=2[CH:9]=1. (4) The product is: [Br:21][C:22]1[CH:23]=[N:24][N:25]([C:14]2[CH:19]=[CH:18][N:17]=[CH:16][C:15]=2[F:20])[CH:26]=1. Given the reactants O.C1(C)C=CC(S(O)(=O)=O)=CC=1.Cl[C:14]1[CH:19]=[CH:18][N:17]=[CH:16][C:15]=1[F:20].[Br:21][C:22]1[CH:23]=[N:24][NH:25][CH:26]=1.C(=O)(O)[O-].[Na+], predict the reaction product. (5) The product is: [Cl:33][C:19]1[C:20]([NH:22][C:23]2[CH:24]=[C:25]([CH:30]=[CH:31][CH:32]=2)[C:26]([NH:28][CH3:29])=[O:27])=[N:21][C:16]([NH:1][C:2]2[CH:14]=[CH:13][C:5]3[N:6]([CH3:12])[C:7](=[O:11])[CH2:8][CH2:9][CH2:10][C:4]=3[CH:3]=2)=[N:17][CH:18]=1. Given the reactants [NH2:1][C:2]1[CH:14]=[CH:13][C:5]2[N:6]([CH3:12])[C:7](=[O:11])[CH2:8][CH2:9][CH2:10][C:4]=2[CH:3]=1.Cl[C:16]1[N:21]=[C:20]([NH:22][C:23]2[CH:24]=[C:25]([CH:30]=[CH:31][CH:32]=2)[C:26]([NH:28][CH3:29])=[O:27])[C:19]([Cl:33])=[CH:18][N:17]=1, predict the reaction product. (6) Given the reactants [N:1]1[NH:2][N:3]=[CH:4][CH:5]=1.[H-].[Na+].Br[CH2:9][C:10]1[CH:15]=[CH:14][C:13]([B:16]2[O:20][C:19]([CH3:22])([CH3:21])[C:18]([CH3:24])([CH3:23])[O:17]2)=[CH:12][CH:11]=1, predict the reaction product. The product is: [CH3:21][C:19]1([CH3:22])[C:18]([CH3:23])([CH3:24])[O:17][B:16]([C:13]2[CH:12]=[CH:11][C:10]([CH2:9][N:2]3[N:3]=[CH:4][CH:5]=[N:1]3)=[CH:15][CH:14]=2)[O:20]1. (7) Given the reactants [Li]CCCC.CCCCCC.C(NC(C)C)(C)C.[CH:19]([O:22][CH:23]1[CH2:28][CH2:27][C:26](=[O:29])[CH2:25][CH2:24]1)([CH3:21])[CH3:20].[F:30][C:31]([F:50])([F:49])[S:32](N(C1C=CC=CN=1)[S:32]([C:31]([F:50])([F:49])[F:30])(=[O:34])=[O:33])(=[O:34])=[O:33], predict the reaction product. The product is: [F:30][C:31]([F:50])([F:49])[S:32]([O:29][C:26]1[CH2:27][CH2:28][CH:23]([O:22][CH:19]([CH3:21])[CH3:20])[CH2:24][CH:25]=1)(=[O:34])=[O:33].